This data is from Experimentally validated miRNA-target interactions with 360,000+ pairs, plus equal number of negative samples. The task is: Binary Classification. Given a miRNA mature sequence and a target amino acid sequence, predict their likelihood of interaction. (1) The miRNA is hsa-miR-183-3p with sequence GUGAAUUACCGAAGGGCCAUAA. The protein sequence of the target gene is MPRRRKNLGGNPFRKTANPKEVVVSSVASREEPTTTLPSMGETKVDQEELFTSISEIFSDLDPDVVYLMLSECDFKVENAMDCLLELSATDTKIEESSSQSFVASENQVGAAESKIMEKRPEEESEDSKMDSFLDMQLTEDLDSLIQNAFEKLNSSPDDQVYSFLPSQDVNSFNDSSEFINPDSSNMTPIFSTQNMNLNGENLENSGSTLSLNPLPSHSVLNESKCFIKDNTLALESNYPEDSLLSSSLNVASDSIAGCSSLNQKQKELLESECVEAQFSEAPVDLDASEPQACLNLPGL.... Result: 1 (interaction). (2) The miRNA is mmu-miR-139-5p with sequence UCUACAGUGCACGUGUCUCCAG. Result: 0 (no interaction). The protein sequence of the target gene is MMAAAPIQQNGTHTGVPIDLDPPDSRKRPLEAPPEAGSTKRTNTGEDGQYFLKVLIPSYAAGSIIGKGGQTIVQLQKETGATIKLSKSKDFYPGTTERVCLIQGTIEALNAVHGFIAEKIREMPQNVAKTEPVSILQPQTTVNPDRIKQTLPSSPTTTKSSPSDPMTTSRANQVKIIVPNSTAGLIIGKGGATVKAIMEQSGAWVQLSQKPDGINLQERVVTVSGEPEQNRKAVELIIQKIQEDPQSGSCLNISYANVTGPVANSNPTGSPYANTAEVLPTAAAAAGLLGHANLAGVAAF.... (3) The miRNA is hsa-let-7d-5p with sequence AGAGGUAGUAGGUUGCAUAGUU. The protein sequence of the target gene is MAAAGPRRSVRGAVCLHLLLTLVIFSRAGEACKKVILNVPSKLEADKIIGRVNLEECFRSADLIRSSDPDFRVLNDGSVYTARAVALSDKKRSFTIWLSDKRKQTQKEVTVLLEHQKKVSKTRHTRETVLRRAKRRWAPIPCSMQENSLGPFPLFLQQVESDAAQNYTVFYSISGRGVDKEPLNLFYIERDTGNLFCTRPVDREEYDVFDLIAYASTADGYSADLPLPLPIRVEDENDNHPVFTEAIYNFEVLESSRPGTTVGVVCATDRDEPDTMHTRLKYSILQQTPRSPGLFSVHPS.... Result: 1 (interaction).